From a dataset of Forward reaction prediction with 1.9M reactions from USPTO patents (1976-2016). Predict the product of the given reaction. (1) Given the reactants Br[C:2]1[CH:16]=[CH:15][C:5]2[N:6]=[C:7]([C:9]3[CH:14]=[CH:13][CH:12]=[CH:11][CH:10]=3)[O:8][C:4]=2[CH:3]=1.C([Li])CCC.[CH3:22][C@H:23]1[CH2:27][C:26](=[O:28])[O:25][C:24]1=[O:29].C(O)(=O)C, predict the reaction product. The product is: [CH3:22][C@H:23]([C:24](=[O:29])[C:2]1[CH:16]=[CH:15][C:5]2[N:6]=[C:7]([C:9]3[CH:14]=[CH:13][CH:12]=[CH:11][CH:10]=3)[O:8][C:4]=2[CH:3]=1)[CH2:27][C:26]([OH:28])=[O:25]. (2) Given the reactants [CH2:1]=[C:2]1[O:6][C:5](=[O:7])[CH:4]=[C:3]1[C:8]1[CH:13]=[CH:12][CH:11]=[CH:10][CH:9]=1.CCOC(C)=O.C(Cl)Cl, predict the reaction product. The product is: [CH3:1][CH:2]1[O:6][C:5](=[O:7])[CH:4]=[C:3]1[C:8]1[CH:13]=[CH:12][CH:11]=[CH:10][CH:9]=1. (3) Given the reactants [N:1]1[C:10]2[C:5](=[CH:6][C:7]([OH:11])=[CH:8][CH:9]=2)[CH:4]=[CH:3][C:2]=1O.O=P(Cl)(Cl)[Cl:15].C(=O)(O)[O-].[Na+].Cl, predict the reaction product. The product is: [Cl:15][C:2]1[CH:3]=[CH:4][C:5]2[C:10](=[CH:9][CH:8]=[C:7]([OH:11])[CH:6]=2)[N:1]=1. (4) Given the reactants [CH:1]1[C:10]2[C:5](=[CH:6][CH:7]=[CH:8][CH:9]=2)[CH:4]=[CH:3][C:2]=1[CH2:11][CH:12]1[C:21]2[C:16](=[CH:17][C:18]([O:24][CH3:25])=[C:19]([O:22][CH3:23])[CH:20]=2)[CH2:15][CH2:14][NH:13]1.Br[CH2:27][C:28](Br)=[O:29].[NH2:31][C@@H:32]1[C:40]2[C:35](=[CH:36][CH:37]=[CH:38][CH:39]=2)[CH2:34][C@@H:33]1[OH:41], predict the reaction product. The product is: [CH:1]1[C:10]2[C:5](=[CH:6][CH:7]=[CH:8][CH:9]=2)[CH:4]=[CH:3][C:2]=1[CH2:11][CH:12]1[C:21]2[C:16](=[CH:17][C:18]([O:24][CH3:25])=[C:19]([O:22][CH3:23])[CH:20]=2)[CH2:15][CH2:14][N:13]1[CH2:27][C:28]([NH:31][C@@H:32]1[C:40]2[C:35](=[CH:36][CH:37]=[CH:38][CH:39]=2)[CH2:34][C@@H:33]1[OH:41])=[O:29]. (5) Given the reactants FC(F)(F)C([O-])=O.[F:8][C:9]1[CH:32]=[CH:31][C:12]([CH2:13][N:14]2[CH2:24][C@H:23]3[N:25]4[C:16](=[C:17]([OH:29])[C:18](=[O:28])[N:19]=[C:20]4[C@H:21]([NH2+:26][CH3:27])[CH2:22]3)[C:15]2=[O:30])=[CH:11][CH:10]=1.C[CH2:34][N:35](CC)[CH2:36]C.Cl[C:41](=[O:46])[C:42](OC)=[O:43], predict the reaction product. The product is: [F:8][C:9]1[CH:10]=[CH:11][C:12]([CH2:13][N:14]2[CH2:24][C@H:23]3[N:25]4[C:16](=[C:17]([OH:29])[C:18](=[O:28])[N:19]=[C:20]4[C@H:21]([N:26]([CH3:27])[C:42](=[O:43])[C:41]([N:35]([CH3:36])[CH3:34])=[O:46])[CH2:22]3)[C:15]2=[O:30])=[CH:31][CH:32]=1. (6) Given the reactants C1(CN(C2C=CC(S(C)(=O)=O)=CC=2)[C:8](=[O:19])[NH:9][C:10]2[S:11][CH:12]=[C:13](CC(O)=O)[N:14]=2)CCCC1.[CH:30]1([CH2:35][NH:36][C:37]2[CH:42]=[CH:41][CH:40]=[C:39]([F:43])[C:38]=2[Cl:44])[CH2:34][CH2:33][CH2:32][CH2:31]1.C([O:47][C:48](=[O:57])[CH2:49][S:50]C1SC(N)=NC=1)C, predict the reaction product. The product is: [Cl:44][C:38]1[C:39]([F:43])=[CH:40][CH:41]=[CH:42][C:37]=1[N:36]([CH2:35][CH:30]1[CH2:31][CH2:32][CH2:33][CH2:34]1)[C:8](=[O:19])[NH:9][C:10]1[S:11][C:12]([S:50][CH2:49][C:48]([OH:57])=[O:47])=[CH:13][N:14]=1.